This data is from Forward reaction prediction with 1.9M reactions from USPTO patents (1976-2016). The task is: Predict the product of the given reaction. Given the reactants BrNC(=O)CCC(N)=O.[CH2:10]([O:12][C:13](=[O:18])[CH:14](O)[CH2:15][CH3:16])[CH3:11].[NH2:19][C:20]([NH2:22])=[S:21].[NH4+].[OH-], predict the reaction product. The product is: [NH2:22][C:20]1[S:21][C:15]([CH3:16])=[C:14]([C:13]([O:12][CH2:10][CH3:11])=[O:18])[N:19]=1.